This data is from Forward reaction prediction with 1.9M reactions from USPTO patents (1976-2016). The task is: Predict the product of the given reaction. (1) Given the reactants C(OC(=O)[NH:7][CH2:8][C:9]1[CH:10]=[CH:11][C:12]2[CH:16]=[C:15]([C:17]3[CH:22]=[CH:21][N:20]=[C:19]([NH:23][CH2:24][CH2:25][CH2:26][N:27]4[CH2:32][CH2:31][N:30]([CH3:33])[CH2:29][CH2:28]4)[N:18]=3)[S:14][C:13]=2[CH:34]=1)(C)(C)C.C(O)(C(F)(F)F)=O.CO, predict the reaction product. The product is: [NH2:7][CH2:8][C:9]1[CH:10]=[CH:11][C:12]2[CH:16]=[C:15]([C:17]3[CH:22]=[CH:21][N:20]=[C:19]([NH:23][CH2:24][CH2:25][CH2:26][N:27]4[CH2:28][CH2:29][N:30]([CH3:33])[CH2:31][CH2:32]4)[N:18]=3)[S:14][C:13]=2[CH:34]=1. (2) Given the reactants [S:1]1[CH2:6][CH2:5][CH2:4][S:3][CH:2]1[C:7]([O:9][C:10]([CH3:13])([CH3:12])[CH3:11])=[O:8].I[CH2:15][CH2:16][O:17][CH3:18].CC(C)([O-])C.[K+].[Cl-].[NH4+], predict the reaction product. The product is: [CH3:18][O:17][CH2:16][CH2:15][C:2]1([C:7]([O:9][C:10]([CH3:13])([CH3:12])[CH3:11])=[O:8])[S:3][CH2:4][CH2:5][CH2:6][S:1]1. (3) Given the reactants O[C:2]1[CH:19]=[CH:18][C:17]2[C:16]3[C:11](=[CH:12][CH:13]=[CH:14][CH:15]=3)[C:10]3[C:5](=[CH:6][CH:7]=[CH:8][CH:9]=3)[C:4]=2[CH:3]=1.CC1C=CC=C(C)N=1.[F:28][C:29]([F:42])([F:41])[S:30]([O:33]S(C(F)(F)F)(=O)=O)(=[O:32])=[O:31], predict the reaction product. The product is: [F:28][C:29]([F:42])([F:41])[S:30]([O:33][C:3]1[C:4]2[C:5]3[C:10](=[CH:9][CH:8]=[CH:7][CH:6]=3)[C:11]3[C:16](=[CH:15][CH:14]=[CH:13][CH:12]=3)[C:17]=2[CH:18]=[CH:19][CH:2]=1)(=[O:32])=[O:31].